This data is from NCI-60 drug combinations with 297,098 pairs across 59 cell lines. The task is: Regression. Given two drug SMILES strings and cell line genomic features, predict the synergy score measuring deviation from expected non-interaction effect. (1) Drug 1: CC12CCC(CC1=CCC3C2CCC4(C3CC=C4C5=CN=CC=C5)C)O. Drug 2: CC1=C(C(=CC=C1)Cl)NC(=O)C2=CN=C(S2)NC3=CC(=NC(=N3)C)N4CCN(CC4)CCO. Cell line: SN12C. Synergy scores: CSS=22.0, Synergy_ZIP=0.480, Synergy_Bliss=1.89, Synergy_Loewe=-6.66, Synergy_HSA=2.64. (2) Drug 1: C1=CC(=CC=C1C#N)C(C2=CC=C(C=C2)C#N)N3C=NC=N3. Drug 2: C1=CC=C(C=C1)NC(=O)CCCCCCC(=O)NO. Cell line: MCF7. Synergy scores: CSS=10.3, Synergy_ZIP=-6.16, Synergy_Bliss=1.79, Synergy_Loewe=-12.7, Synergy_HSA=-3.51. (3) Drug 1: C1CCC(C1)C(CC#N)N2C=C(C=N2)C3=C4C=CNC4=NC=N3. Drug 2: C1CN1P(=S)(N2CC2)N3CC3. Cell line: SF-268. Synergy scores: CSS=24.9, Synergy_ZIP=0.931, Synergy_Bliss=6.20, Synergy_Loewe=-3.02, Synergy_HSA=2.10. (4) Drug 1: CC12CCC3C(C1CCC2=O)CC(=C)C4=CC(=O)C=CC34C. Drug 2: C#CCC(CC1=CN=C2C(=N1)C(=NC(=N2)N)N)C3=CC=C(C=C3)C(=O)NC(CCC(=O)O)C(=O)O. Cell line: K-562. Synergy scores: CSS=58.7, Synergy_ZIP=-9.44, Synergy_Bliss=-16.0, Synergy_Loewe=-38.8, Synergy_HSA=-15.8. (5) Drug 1: CCC1=CC2CC(C3=C(CN(C2)C1)C4=CC=CC=C4N3)(C5=C(C=C6C(=C5)C78CCN9C7C(C=CC9)(C(C(C8N6C)(C(=O)OC)O)OC(=O)C)CC)OC)C(=O)OC.C(C(C(=O)O)O)(C(=O)O)O. Drug 2: C1=CC=C(C=C1)NC(=O)CCCCCCC(=O)NO. Cell line: PC-3. Synergy scores: CSS=46.4, Synergy_ZIP=-2.75, Synergy_Bliss=0.0314, Synergy_Loewe=-9.10, Synergy_HSA=3.21. (6) Drug 1: CC1=C(C=C(C=C1)C(=O)NC2=CC(=CC(=C2)C(F)(F)F)N3C=C(N=C3)C)NC4=NC=CC(=N4)C5=CN=CC=C5. Drug 2: CNC(=O)C1=NC=CC(=C1)OC2=CC=C(C=C2)NC(=O)NC3=CC(=C(C=C3)Cl)C(F)(F)F. Cell line: CCRF-CEM. Synergy scores: CSS=-14.8, Synergy_ZIP=15.4, Synergy_Bliss=15.4, Synergy_Loewe=3.88, Synergy_HSA=-3.30. (7) Drug 1: C1CN1P(=S)(N2CC2)N3CC3. Drug 2: CC1CCC2CC(C(=CC=CC=CC(CC(C(=O)C(C(C(=CC(C(=O)CC(OC(=O)C3CCCCN3C(=O)C(=O)C1(O2)O)C(C)CC4CCC(C(C4)OC)O)C)C)O)OC)C)C)C)OC. Cell line: BT-549. Synergy scores: CSS=7.54, Synergy_ZIP=-3.26, Synergy_Bliss=-1.46, Synergy_Loewe=-18.5, Synergy_HSA=-3.00. (8) Drug 1: CCC1=C2CN3C(=CC4=C(C3=O)COC(=O)C4(CC)O)C2=NC5=C1C=C(C=C5)O. Drug 2: C1=NNC2=C1C(=O)NC=N2. Cell line: EKVX. Synergy scores: CSS=12.6, Synergy_ZIP=-3.37, Synergy_Bliss=0.533, Synergy_Loewe=-6.55, Synergy_HSA=0.165. (9) Drug 1: CC1=C(C=C(C=C1)NC(=O)C2=CC=C(C=C2)CN3CCN(CC3)C)NC4=NC=CC(=N4)C5=CN=CC=C5. Drug 2: CN(CCCl)CCCl.Cl. Cell line: SNB-75. Synergy scores: CSS=18.0, Synergy_ZIP=-3.82, Synergy_Bliss=-2.92, Synergy_Loewe=-1.04, Synergy_HSA=-0.282. (10) Drug 1: CC1=CC=C(C=C1)C2=CC(=NN2C3=CC=C(C=C3)S(=O)(=O)N)C(F)(F)F. Drug 2: C#CCC(CC1=CN=C2C(=N1)C(=NC(=N2)N)N)C3=CC=C(C=C3)C(=O)NC(CCC(=O)O)C(=O)O. Cell line: SF-268. Synergy scores: CSS=17.9, Synergy_ZIP=2.07, Synergy_Bliss=-2.72, Synergy_Loewe=-19.8, Synergy_HSA=-2.11.